From a dataset of Reaction yield outcomes from USPTO patents with 853,638 reactions. Predict the reaction yield, written as a fraction of the theoretical maximum amount of product (1.0 means a 100% yield; for example, 0.34 means a 34% yield). The reactants are C([N-]C(C)C)(C)C.[Li+].[C:9]1([CH2:15][C:16]([OH:18])=[O:17])[CH:14]=[CH:13][CH:12]=[CH:11][CH:10]=1.[C:19]1(=[O:23])[CH2:22][CH2:21][CH2:20]1.CCOC(C)=O. The catalyst is C1COCC1.CCCCCC.CCOC(C)=O.O. The product is [OH:23][C:19]1([CH:15]([C:9]2[CH:14]=[CH:13][CH:12]=[CH:11][CH:10]=2)[C:16]([OH:18])=[O:17])[CH2:22][CH2:21][CH2:20]1. The yield is 0.730.